This data is from Catalyst prediction with 721,799 reactions and 888 catalyst types from USPTO. The task is: Predict which catalyst facilitates the given reaction. (1) Reactant: Cl[C:2]1[N:7]=[CH:6][C:5]([C:8]2[S:9][CH:10]=[C:11]([C:13]([N:15]3[CH2:20][CH2:19][CH2:18][CH:17]([OH:21])[CH2:16]3)=[O:14])[N:12]=2)=[C:4]([NH:22][CH:23]([CH3:25])[CH3:24])[CH:3]=1.[S:26]1[C:30]2[CH:31]=[C:32]([NH2:35])[CH:33]=[CH:34][C:29]=2[N:28]=[CH:27]1.C([O-])([O-])=O.[Na+].[Na+].CC1(C)C2C(=C(P(C3C=CC=CC=3)C3C=CC=CC=3)C=CC=2)OC2C(P(C3C=CC=CC=3)C3C=CC=CC=3)=CC=CC1=2. Product: [S:26]1[C:30]2[CH:31]=[C:32]([NH:35][C:2]3[N:7]=[CH:6][C:5]([C:8]4[S:9][CH:10]=[C:11]([C:13]([N:15]5[CH2:20][CH2:19][CH2:18][CH:17]([OH:21])[CH2:16]5)=[O:14])[N:12]=4)=[C:4]([NH:22][CH:23]([CH3:25])[CH3:24])[CH:3]=3)[CH:33]=[CH:34][C:29]=2[N:28]=[CH:27]1. The catalyst class is: 488. (2) Reactant: [OH:1][C@@H:2]([C:23]1[CH:28]=[CH:27][CH:26]=[CH:25][CH:24]=1)[CH2:3][CH2:4][N:5]1[CH2:10][CH2:9][CH:8]([C:11]2[CH:12]=[C:13]([NH:17][C:18](=[O:22])[CH:19]([CH3:21])[CH3:20])[CH:14]=[CH:15][CH:16]=2)[CH2:7][CH2:6]1.[F:29][C:30]1[CH:35]=[CH:34][C:33]([C:36]([F:39])([F:38])[F:37])=[CH:32][C:31]=1O.C1(P(C2C=CC=CC=2)C2C=CC=CC=2)C=CC=CC=1.N(C(OCC)=O)=NC(OCC)=O.N. Product: [F:29][C:30]1[CH:31]=[CH:32][C:33]([C:36]([F:37])([F:38])[F:39])=[CH:34][C:35]=1[O:1][C@H:2]([C:23]1[CH:24]=[CH:25][CH:26]=[CH:27][CH:28]=1)[CH2:3][CH2:4][N:5]1[CH2:10][CH2:9][CH:8]([C:11]2[CH:12]=[C:13]([NH:17][C:18](=[O:22])[CH:19]([CH3:21])[CH3:20])[CH:14]=[CH:15][CH:16]=2)[CH2:7][CH2:6]1. The catalyst class is: 396. (3) Reactant: Cl[CH2:2][CH2:3][CH2:4][Si:5]([CH:10]=[CH2:11])([CH:8]=[CH2:9])[CH:6]=[CH2:7].[C:12]([O-:15])(=[O:14])[CH3:13].[Na+]. Product: [C:12]([O:15][CH2:2][CH2:3][CH2:4][Si:5]([CH:10]=[CH2:11])([CH:8]=[CH2:9])[CH:6]=[CH2:7])(=[O:14])[CH3:13]. The catalyst class is: 9.